Dataset: Peptide-MHC class II binding affinity with 134,281 pairs from IEDB. Task: Regression. Given a peptide amino acid sequence and an MHC pseudo amino acid sequence, predict their binding affinity value. This is MHC class II binding data. (1) The peptide sequence is GIHTVFGSAFQGLFG. The MHC is DRB1_0802 with pseudo-sequence DRB1_0802. The binding affinity (normalized) is 0.317. (2) The peptide sequence is KKLIPSWASVKEDLV. The MHC is HLA-DQA10601-DQB10402 with pseudo-sequence HLA-DQA10601-DQB10402. The binding affinity (normalized) is 0.323. (3) The peptide sequence is AGGAGGVGAVGGKGG. The MHC is HLA-DQA10501-DQB10201 with pseudo-sequence HLA-DQA10501-DQB10201. The binding affinity (normalized) is 0.0873. (4) The peptide sequence is VRKVCYNAVLTHVKI. The MHC is DRB1_0404 with pseudo-sequence DRB1_0404. The binding affinity (normalized) is 0.744. (5) The peptide sequence is QVPLVQQQQYLGQQQP. The MHC is HLA-DQA10102-DQB10602 with pseudo-sequence HLA-DQA10102-DQB10602. The binding affinity (normalized) is 0.176.